Dataset: Reaction yield outcomes from USPTO patents with 853,638 reactions. Task: Predict the reaction yield, written as a fraction of the theoretical maximum amount of product (1.0 means a 100% yield; for example, 0.34 means a 34% yield). (1) The reactants are [NH2:1][C:2]1[C:10]2[C:9]([C:11]3[CH:16]=[C:15]([O:17]C)[CH:14]=[CH:13][C:12]=3[F:19])=[N:8][C:7]([NH:20][CH:21]3[CH2:23][CH2:22]3)=[N:6][C:5]=2[S:4][C:3]=1[C:24]([NH2:26])=[O:25].B(Br)(Br)Br. The catalyst is C(Cl)Cl. The product is [NH2:1][C:2]1[C:10]2[C:9]([C:11]3[CH:16]=[C:15]([OH:17])[CH:14]=[CH:13][C:12]=3[F:19])=[N:8][C:7]([NH:20][CH:21]3[CH2:23][CH2:22]3)=[N:6][C:5]=2[S:4][C:3]=1[C:24]([NH2:26])=[O:25]. The yield is 0.470. (2) The reactants are [OH:1][C:2]1[CH:3]=[CH:4][C:5]2[N:9]=[C:8]([C:10]([OH:12])=O)[NH:7][C:6]=2[CH:13]=1.C(N(CC)CC)C.Cl.[CH:22](=[C:29]1[CH2:34][CH2:33][NH:32][CH2:31][CH2:30]1)[C:23]1[CH:28]=[CH:27][CH:26]=[CH:25][CH:24]=1.CN(C(ON1N=NC2C=CC=CC1=2)=[N+](C)C)C.F[P-](F)(F)(F)(F)F. The catalyst is CN(C)C=O. The product is [CH:22](=[C:29]1[CH2:34][CH2:33][N:32]([C:10]([C:8]2[NH:7][C:6]3[CH:13]=[C:2]([OH:1])[CH:3]=[CH:4][C:5]=3[N:9]=2)=[O:12])[CH2:31][CH2:30]1)[C:23]1[CH:28]=[CH:27][CH:26]=[CH:25][CH:24]=1. The yield is 0.294. (3) The reactants are [Br:1][C:2]1[CH:3]=[N:4][C:5]2[C:10]([CH:11]=1)=[CH:9][CH:8]=[C:7]([OH:12])[C:6]=2[C:13]([NH:15][CH2:16][C:17]([OH:19])=[O:18])=[O:14].[Br:20]Br. The catalyst is C(O)(=O)C. The product is [Br:1][C:2]1[CH:3]=[N:4][C:5]2[C:10]([CH:11]=1)=[CH:9][C:8]([Br:20])=[C:7]([OH:12])[C:6]=2[C:13]([NH:15][CH2:16][C:17]([OH:19])=[O:18])=[O:14]. The yield is 0.840. (4) The reactants are [BH4-].[Li+].C[O:4][C:5]([C@H:7]1[CH2:11][C@H:10]([O:12][Si:13]([C:16]([CH3:19])([CH3:18])[CH3:17])([CH3:15])[CH3:14])[CH2:9][N:8]1[C:20]([O:22][CH2:23][C:24]1[CH:29]=[CH:28][CH:27]=[CH:26][CH:25]=1)=[O:21])=O.O.Cl. The catalyst is O1CCCC1. The product is [CH2:23]([O:22][C:20]([N:8]1[CH2:9][C@@H:10]([O:12][Si:13]([C:16]([CH3:17])([CH3:18])[CH3:19])([CH3:15])[CH3:14])[CH2:11][C@@H:7]1[CH2:5][OH:4])=[O:21])[C:24]1[CH:29]=[CH:28][CH:27]=[CH:26][CH:25]=1. The yield is 0.900. (5) The reactants are Br[C:2]1[CH:7]=[CH:6][C:5]([Cl:8])=[CH:4][C:3]=1[O:9][CH3:10].[CH2:11]([O:13][C:14]([C:16]1([C:19]2[CH:24]=[CH:23][C:22](B3OC(C)(C)C(C)(C)O3)=[CH:21][CH:20]=2)[CH2:18][CH2:17]1)=[O:15])[CH3:12].C(=O)([O-])[O-].[Na+].[Na+].O. The catalyst is O1CCOCC1. The product is [CH2:11]([O:13][C:14]([C:16]1([C:19]2[CH:24]=[CH:23][C:22]([C:2]3[CH:7]=[CH:6][C:5]([Cl:8])=[CH:4][C:3]=3[O:9][CH3:10])=[CH:21][CH:20]=2)[CH2:17][CH2:18]1)=[O:15])[CH3:12]. The yield is 0.900. (6) The reactants are [Br:1][C:2]1[C:14]([CH3:15])=[CH:13][C:12]([C:16]([OH:18])=[O:17])=[C:11]2[C:3]=1[C:4]1[CH2:5][CH2:6][CH:7]([C:19]([O:21][CH2:22][CH3:23])=[O:20])[CH2:8][C:9]=1[NH:10]2.ClC1C(=O)C(C#N)=C(C#N)C(=O)C=1Cl. The catalyst is C1COCC1.CCOC(C)=O. The product is [Br:1][C:2]1[C:3]2[C:4]3[C:9](=[CH:8][C:7]([C:19]([O:21][CH2:22][CH3:23])=[O:20])=[CH:6][CH:5]=3)[NH:10][C:11]=2[C:12]([C:16]([OH:18])=[O:17])=[CH:13][C:14]=1[CH3:15]. The yield is 0.880. (7) The reactants are [Br:1][C:2]1[CH:7]=[CH:6][C:5]([C:8]([C:10]2[CH:15]=[CH:14][C:13]([O:16]C)=[CH:12][CH:11]=2)=[O:9])=[C:4]([Cl:18])[CH:3]=1.[Al+3].[Cl-].[Cl-].[Cl-].O. The catalyst is C1C=CC=CC=1. The product is [Br:1][C:2]1[CH:7]=[CH:6][C:5]([C:8]([C:10]2[CH:15]=[CH:14][C:13]([OH:16])=[CH:12][CH:11]=2)=[O:9])=[C:4]([Cl:18])[CH:3]=1. The yield is 0.740. (8) The product is [S:11]1[C:12]2[CH:17]=[CH:16][N:15]=[CH:14][C:13]=2[N:18]=[C:10]1[C:5]1[CH:6]=[CH:7][CH:8]=[CH:9][C:4]=1[NH2:1]. The reactants are [N+:1]([C:4]1[CH:9]=[CH:8][CH:7]=[CH:6][C:5]=1[C:10]1[S:11][C:12]2[CH:17]=[CH:16][N:15]=[CH:14][C:13]=2[N:18]=1)([O-])=O.[NH4+].[Cl-]. The catalyst is CO.O.[Fe]. The yield is 0.730. (9) The reactants are CC1(C)C(C)(C)OB([C:9]2[CH:10]=[N:11][CH:12]=[C:13]([CH:18]=2)[C:14]([O:16][CH3:17])=[O:15])O1.C(=O)([O-])[O-].[K+].[K+].Br[CH2:27][C:28]1[CH:40]=[CH:39][C:31]([CH2:32][N:33]2[CH:37]=[C:36]([CH3:38])[CH:35]=[N:34]2)=[CH:30][CH:29]=1.C1COCC1. The catalyst is C1C=CC([P]([Pd]([P](C2C=CC=CC=2)(C2C=CC=CC=2)C2C=CC=CC=2)([P](C2C=CC=CC=2)(C2C=CC=CC=2)C2C=CC=CC=2)[P](C2C=CC=CC=2)(C2C=CC=CC=2)C2C=CC=CC=2)(C2C=CC=CC=2)C2C=CC=CC=2)=CC=1.O. The product is [CH3:17][O:16][C:14](=[O:15])[C:13]1[CH:18]=[C:9]([CH2:27][C:28]2[CH:29]=[CH:30][C:31]([CH2:32][N:33]3[CH:37]=[C:36]([CH3:38])[CH:35]=[N:34]3)=[CH:39][CH:40]=2)[CH:10]=[N:11][CH:12]=1. The yield is 0.850.